From a dataset of Catalyst prediction with 721,799 reactions and 888 catalyst types from USPTO. Predict which catalyst facilitates the given reaction. (1) Reactant: B(F)(F)F.CCOCC.[I:10][C:11]1[CH:16]=[CH:15][C:14]([CH2:17][C:18]([N:20]2[CH2:25][CH2:24][O:23][CH2:22][CH2:21]2)=O)=[CH:13][CH:12]=1.[BH4-].[Na+]. Product: [I:10][C:11]1[CH:16]=[CH:15][C:14]([CH2:17][CH2:18][N:20]2[CH2:21][CH2:22][O:23][CH2:24][CH2:25]2)=[CH:13][CH:12]=1. The catalyst class is: 1. (2) Reactant: [N:1]1[CH:6]=[CH:5][C:4](B(O)O)=[CH:3][CH:2]=1.Br[C:11]1[CH:12]=[C:13]([CH:18]=[CH:19][CH:20]=1)[C:14]([O:16][CH3:17])=[O:15].C(=O)([O-])[O-].[Cs+].[Cs+]. Product: [N:1]1[CH:6]=[CH:5][C:4]([C:11]2[CH:12]=[C:13]([CH:18]=[CH:19][CH:20]=2)[C:14]([O:16][CH3:17])=[O:15])=[CH:3][CH:2]=1. The catalyst class is: 42. (3) Reactant: [CH3:1][O:2][C:3](=[O:11])[C:4]1[CH:9]=[CH:8][CH:7]=[CH:6][C:5]=1[NH2:10].[Br:12][C:13]1[CH:14]=[C:15]([CH:18]=[CH:19][CH:20]=1)[CH:16]=O.[CH2:21]=[C:22]([CH3:24])[CH3:23].FC(F)(F)S([O-])(=O)=O.[Yb+3].FC(F)(F)S([O-])(=O)=O.FC(F)(F)S([O-])(=O)=O. Product: [CH3:1][O:2][C:3]([C:4]1[CH:9]=[CH:8][CH:7]=[C:6]2[C:5]=1[NH:10][CH:16]([C:15]1[CH:18]=[CH:19][CH:20]=[C:13]([Br:12])[CH:14]=1)[CH2:21][C:22]2([CH3:24])[CH3:23])=[O:11]. The catalyst class is: 115. (4) Reactant: [CH3:1][O:2][C:3]1[CH:8]=[CH:7][C:6]([NH2:9])=[CH:5][CH:4]=1.C1N=CN([C:15](N2C=NC=C2)=[O:16])C=1.[CH2:22]([O:24][C:25](=[O:44])[CH2:26][CH2:27][C:28]1[CH:33]=[CH:32][CH:31]=[C:30]([N:34]2[C:38]([NH2:39])=[CH:37][C:36]([C:40]([CH3:43])([CH3:42])[CH3:41])=[N:35]2)[CH:29]=1)[CH3:23]. Product: [CH2:22]([O:24][C:25](=[O:44])[CH2:26][CH2:27][C:28]1[CH:33]=[CH:32][CH:31]=[C:30]([N:34]2[C:38]([NH:39][C:15]([NH:9][C:6]3[CH:7]=[CH:8][C:3]([O:2][CH3:1])=[CH:4][CH:5]=3)=[O:16])=[CH:37][C:36]([C:40]([CH3:43])([CH3:42])[CH3:41])=[N:35]2)[CH:29]=1)[CH3:23]. The catalyst class is: 3. (5) Product: [C:27]([O:30][C:31](=[O:32])[NH:33][CH:34]1[CH2:39][CH2:38][N:37]([S:14]([C:13]2[C:7]3[O:6][C:5]([C:1]([CH3:4])([CH3:3])[CH3:2])=[N:9][C:8]=3[CH:10]=[CH:11][C:12]=2[Cl:18])(=[O:16])=[O:15])[CH2:36][CH2:35]1)([CH3:29])([CH3:26])[CH3:28]. Reactant: [C:1]([C:5]1[O:6][C:7]2[C:13]([S:14](Cl)(=[O:16])=[O:15])=[C:12]([Cl:18])[CH:11]=[CH:10][C:8]=2[N:9]=1)([CH3:4])([CH3:3])[CH3:2].C(N(CC)CC)C.[CH3:26][C:27]([O:30][C:31]([NH:33][CH:34]1[CH2:39][CH2:38][NH:37][CH2:36][CH2:35]1)=[O:32])([CH3:29])[CH3:28]. The catalyst class is: 1. (6) Reactant: C([Li])CCC.[F:6][C:7]([F:15])([F:14])[CH:8]([OH:13])[C:9](F)([F:11])[F:10].Cl[CH:17]1[CH2:22][CH2:21][CH2:20][CH2:19][C:18]1=[O:23].Cl.[OH-:25].[Na+]. Product: [F:10][C:9]1([F:11])[C:18]2([OH:23])[CH2:19][CH2:20][CH2:21][CH2:22][CH:17]2[O:13][C:8]1([C:7]([F:15])([F:14])[F:6])[OH:25]. The catalyst class is: 392.